Dataset: Full USPTO retrosynthesis dataset with 1.9M reactions from patents (1976-2016). Task: Predict the reactants needed to synthesize the given product. (1) The reactants are: [CH2:1]([C:5]1([CH2:36][CH2:37][CH2:38][CH3:39])[C:17]2[CH:16]=[C:15]([C:18]#[C:19][C:20]3[S:24][C:23]([CH:25]=[O:26])=[CH:22][CH:21]=3)[CH:14]=[CH:13][C:12]=2[C:11]2[C:6]1=[CH:7][C:8]([C:27]#[C:28][C:29]1[S:33][C:32]([CH:34]=O)=[CH:31][CH:30]=1)=[CH:9][CH:10]=2)[CH2:2][CH2:3][CH3:4].[I-].[CH2:41]([N:47]([CH2:74][CH2:75][CH2:76][CH2:77][CH2:78][CH3:79])[C:48]1[CH:53]=[CH:52][C:51]([CH2:54][P+](C2C=CC=CC=2)(C2C=CC=CC=2)C2C=CC=CC=2)=[CH:50][CH:49]=1)[CH2:42][CH2:43][CH2:44][CH2:45][CH3:46].C(O[K])(C)(C)C. Given the product [CH2:74]([N:47]([CH2:41][CH2:42][CH2:43][CH2:44][CH2:45][CH3:46])[C:48]1[CH:49]=[CH:50][C:51](/[CH:54]=[CH:34]/[C:32]2[S:33][C:29]([C:28]#[C:27][C:8]3[CH:7]=[C:6]4[C:11]([C:12]5[CH:13]=[CH:14][C:15]([C:18]#[C:19][C:20]6[S:24][C:23]([CH:25]=[O:26])=[CH:22][CH:21]=6)=[CH:16][C:17]=5[C:5]4([CH2:36][CH2:37][CH2:38][CH3:39])[CH2:1][CH2:2][CH2:3][CH3:4])=[CH:10][CH:9]=3)=[CH:30][CH:31]=2)=[CH:52][CH:53]=1)[CH2:75][CH2:76][CH2:77][CH2:78][CH3:79], predict the reactants needed to synthesize it. (2) The reactants are: [CH3:1][O:2][C:3]1[CH:4]=[CH:5][C:6]([CH2:11][C@@H:12]2[C@@H:17]([CH2:18][C:19]3[CH:20]=[CH:21][C:22]([OH:27])=[C:23]([O:25][CH3:26])[CH:24]=3)[C:15](=[O:16])[O:14][CH2:13]2)=[CH:7][C:8]=1[O:9][CH3:10].[C:28]([OH:39])(=[O:38])[CH2:29][CH2:30][CH2:31][CH2:32][CH2:33][CH2:34][CH2:35][CH2:36][CH3:37].O. Given the product [CH3:1][O:2][C:3]1[CH:4]=[CH:5][C:6]([CH2:11][C@@H:12]2[C@@H:17]([CH2:18][C:19]3[CH:20]=[CH:21][C:22]([OH:27])=[C:23]([O:25][CH3:26])[CH:24]=3)[C:15](=[O:16])[O:14][CH2:13]2)=[CH:7][C:8]=1[O:9][CH3:10].[C:28]([O-:39])(=[O:38])[CH2:29][CH2:30][CH2:31][CH2:32][CH2:33][CH2:34][CH2:35][CH2:36][CH3:37], predict the reactants needed to synthesize it. (3) Given the product [F:1][C:2]1[CH:3]=[N:4][CH:5]=[C:6]([F:22])[C:7]=1[C:8]1[CH:13]=[C:12]2[NH:14][C:32](=[O:33])[NH:15][C:11]2=[N:10][C:9]=1[C:16]1[CH:17]=[N:18][CH:19]=[CH:20][CH:21]=1, predict the reactants needed to synthesize it. The reactants are: [F:1][C:2]1[CH:3]=[N:4][CH:5]=[C:6]([F:22])[C:7]=1[C:8]1[C:9]([C:16]2[CH:17]=[N:18][CH:19]=[CH:20][CH:21]=2)=[N:10][C:11]([NH2:15])=[C:12]([NH2:14])[CH:13]=1.C(N(CC)CC)C.C1C[O:33][CH2:32]C1. (4) Given the product [C:29]([O:28][C:26]([C@@H:22]1[CH2:23][CH2:24][CH2:25][N:21]1[CH2:20][CH2:19][N:18]1[CH2:17][CH2:16][S:15][C:14]2[CH:34]=[C:10]([N+:7]([O-:9])=[O:8])[CH:11]=[CH:12][C:13]1=2)=[O:27])([CH3:32])([CH3:30])[CH3:31], predict the reactants needed to synthesize it. The reactants are: B.C1COCC1.[N+:7]([C:10]1[CH:11]=[CH:12][C:13]2[N:18]([C:19](=O)[CH2:20][N:21]3[CH2:25][CH2:24][CH2:23][C@H:22]3[C:26]([O:28][C:29]([CH3:32])([CH3:31])[CH3:30])=[O:27])[CH2:17][CH2:16][S:15][C:14]=2[CH:34]=1)([O-:9])=[O:8]. (5) Given the product [C:23]([NH:1][C:2]1[C:7]2[NH:8][C:9]([C:11]3[CH:16]=[CH:15][C:14]([Br:17])=[CH:13][CH:12]=3)=[N:10][C:6]=2[CH:5]=[C:4]([NH:18][C:19]([O:21][CH3:22])=[O:20])[CH:3]=1)(=[O:25])[CH3:24], predict the reactants needed to synthesize it. The reactants are: [NH2:1][C:2]1[C:7]2[NH:8][C:9]([C:11]3[CH:16]=[CH:15][C:14]([Br:17])=[CH:13][CH:12]=3)=[N:10][C:6]=2[CH:5]=[C:4]([NH:18][C:19]([O:21][CH3:22])=[O:20])[CH:3]=1.[C:23](OC(=O)C)(=[O:25])[CH3:24]. (6) Given the product [O:2]1[CH2:3][CH2:4][CH:5]([CH2:8][NH:9][C:10](=[O:11])/[CH:12]=[CH:37]/[CH2:36][CH2:35][CH2:34][CH2:33][Cl:32])[CH2:6][CH2:7]1, predict the reactants needed to synthesize it. The reactants are: [Cl-].[O:2]1[CH2:7][CH2:6][CH:5]([CH2:8][NH:9][C:10]([CH2:12][P+](C2C=CC=CC=2)(C2C=CC=CC=2)C2C=CC=CC=2)=[O:11])[CH2:4][CH2:3]1.[Cl:32][CH2:33][CH2:34][CH2:35][CH2:36][CH:37]=O.O1CCCC1.[H-].[Na+]. (7) Given the product [CH3:33][N:30]1[CH:31]=[CH:32][C:28]([NH:27][C:26]([C:7]2[CH:6]=[C:5]([O:4][CH:1]([CH3:2])[CH3:3])[C:10]3[CH2:11][CH:12]([CH2:14][N:37]([CH3:38])[CH3:36])[O:13][C:9]=3[CH:8]=2)=[O:34])=[N:29]1, predict the reactants needed to synthesize it. The reactants are: [CH:1]([O:4][C:5]1[C:10]2[CH2:11][CH:12]([CH2:14]OS(C3C=CC(C)=CC=3)(=O)=O)[O:13][C:9]=2[CH:8]=[C:7]([C:26](=[O:34])[NH:27][C:28]2[CH:32]=[CH:31][N:30]([CH3:33])[N:29]=2)[CH:6]=1)([CH3:3])[CH3:2].Cl.[CH3:36][NH:37][CH3:38].C(N(CC)CC)C. (8) Given the product [Br:19][C:20]1[CH:21]=[C:22]([N:29]2[CH2:33][C@:32]3([CH:38]4[CH2:37][CH2:36][N:35]([CH2:40][CH2:39]4)[CH2:34]3)[O:31][C:30]2=[O:41])[O:23][CH:24]=1, predict the reactants needed to synthesize it. The reactants are: [F-].C([N+](CCCC)(CCCC)CCCC)CCC.[Br:19][C:20]1[CH:21]=[C:22]([N:29]2[CH2:33][C@:32]3([CH:38]4[CH2:39][CH2:40][N:35]([CH2:36][CH2:37]4)[CH2:34]3)[O:31][C:30]2=[O:41])[O:23][C:24]=1[Si](C)(C)C. (9) Given the product [Br:26][C:5]1[C:6]([N:11]2[CH2:12][CH2:13][N:14]([S:40]([CH3:39])(=[O:42])=[O:41])[CH2:15][CH2:16]2)=[C:7]([N+:8]([O-:10])=[O:9])[C:2]([NH2:1])=[N:3][CH:4]=1, predict the reactants needed to synthesize it. The reactants are: [NH2:1][C:2]1[C:7]([N+:8]([O-:10])=[O:9])=[C:6]([N:11]2[CH2:16][CH2:15][N:14](CC(NC3SC=CN=3)=O)[CH2:13][CH2:12]2)[C:5]([Br:26])=[CH:4][N:3]=1.BrC1C(Cl)=C([N+]([O-])=O)C(N)=NC=1.[CH3:39][S:40](N1CCNCC1)(=[O:42])=[O:41].